From a dataset of Reaction yield outcomes from USPTO patents with 853,638 reactions. Predict the reaction yield, written as a fraction of the theoretical maximum amount of product (1.0 means a 100% yield; for example, 0.34 means a 34% yield). The reactants are Br.Br[CH:3]([C:14]1[CH:19]=[CH:18][N:17]=[CH:16][CH:15]=1)[C:4]([C:6]1[CH:11]=[C:10]([CH3:12])[CH:9]=[C:8]([CH3:13])[CH:7]=1)=O.[NH2:20][C:21]([NH2:23])=[S:22].C(N(CC)CC)C. The catalyst is C(#N)C. The product is [CH3:13][C:8]1[CH:7]=[C:6]([C:4]2[N:20]=[C:21]([NH2:23])[S:22][C:3]=2[C:14]2[CH:19]=[CH:18][N:17]=[CH:16][CH:15]=2)[CH:11]=[C:10]([CH3:12])[CH:9]=1. The yield is 0.550.